Dataset: Forward reaction prediction with 1.9M reactions from USPTO patents (1976-2016). Task: Predict the product of the given reaction. (1) Given the reactants [CH3:1][CH:2]([CH:9]1[C:13]2([CH3:30])[CH:14]([OH:29])[CH2:15][CH:16]3[C:21]4([CH3:27])[CH2:22][CH2:23][CH:24]([OH:26])[CH2:25][CH:20]4[CH2:19][CH:18]([OH:28])[CH:17]3[CH:12]2[CH2:11][CH2:10]1)[CH2:3][CH2:4][C:5]([O:7][CH3:8])=[O:6].[CH3:31][S:32](Cl)(=[O:34])=[O:33].CCOC(C)=O, predict the reaction product. The product is: [OH:28][C@@H:18]1[CH2:19][C@H:20]2[C@:21]([CH3:27])([CH2:22][CH2:23][C@@H:24]([O:26][S:32]([CH3:31])(=[O:34])=[O:33])[CH2:25]2)[C@@H:16]2[C@@H:17]1[C@H:12]1[C@:13]([CH3:30])([C@@H:14]([OH:29])[CH2:15]2)[C@@H:9]([C@H:2]([CH3:1])[CH2:3][CH2:4][C:5]([O:7][CH3:8])=[O:6])[CH2:10][CH2:11]1. (2) Given the reactants [CH3:1][C:2]1[CH:11]=[CH:10][C:9]2[C:4](=[CH:5][CH:6]=[CH:7][C:8]=2[N:12]2[CH2:17][CH2:16][N:15]([CH2:18][CH2:19][C:20]3[C:29]4[O:28][CH2:27][C:26](=[O:30])[N:25]([CH2:31][C:32]([O:34]C)=[O:33])[C:24]=4[CH:23]=[CH:22][CH:21]=3)[CH2:14][CH2:13]2)[N:3]=1.[OH-].[Na+].O, predict the reaction product. The product is: [NH3:3].[CH3:1][C:2]1[CH:11]=[CH:10][C:9]2[C:4](=[CH:5][CH:6]=[CH:7][C:8]=2[N:12]2[CH2:13][CH2:14][N:15]([CH2:18][CH2:19][C:20]3[C:29]4[O:28][CH2:27][C:26](=[O:30])[N:25]([CH2:31][C:32]([OH:34])=[O:33])[C:24]=4[CH:23]=[CH:22][CH:21]=3)[CH2:16][CH2:17]2)[N:3]=1. (3) Given the reactants [OH:1][C:2]1[CH:7]=[CH:6][C:5]([S:8](Cl)(=[O:10])=[O:9])=[CH:4][C:3]=1[N+:12]([O-:14])=[O:13].[CH3:15][NH2:16], predict the reaction product. The product is: [OH:1][C:2]1[CH:7]=[CH:6][C:5]([S:8]([NH:16][CH3:15])(=[O:10])=[O:9])=[CH:4][C:3]=1[N+:12]([O-:14])=[O:13]. (4) Given the reactants [CH3:1][O:2][C:3]1[N:8]=[CH:7][C:6]([N:9]2[C:13]([C:14]3[CH:19]=[C:18]([O:20][CH3:21])[CH:17]=[CH:16][N:15]=3)=[CH:12][C:11]([C:22](O)=[O:23])=[N:10]2)=[CH:5][CH:4]=1.[C:25]([NH2:29])([CH3:28])([CH3:27])[CH3:26], predict the reaction product. The product is: [C:25]([NH:29][C:22]([C:11]1[CH:12]=[C:13]([C:14]2[CH:19]=[C:18]([O:20][CH3:21])[CH:17]=[CH:16][N:15]=2)[N:9]([C:6]2[CH:7]=[N:8][C:3]([O:2][CH3:1])=[CH:4][CH:5]=2)[N:10]=1)=[O:23])([CH3:28])([CH3:27])[CH3:26].